Dataset: Reaction yield outcomes from USPTO patents with 853,638 reactions. Task: Predict the reaction yield, written as a fraction of the theoretical maximum amount of product (1.0 means a 100% yield; for example, 0.34 means a 34% yield). (1) The reactants are Br.[CH:2]1([NH:5][C:6]2[CH:11]=[CH:10][N:9]3[CH:12]=[C:13]([C:15]4[CH:20]=[CH:19][C:18]([OH:21])=[CH:17][CH:16]=4)[N:14]=[C:8]3[CH:7]=2)[CH2:4][CH2:3]1.C([O-])([O-])=O.[Cs+].[Cs+].Br[CH2:29][CH2:30][F:31]. The catalyst is CN(C=O)C.C(Cl)Cl. The product is [CH:2]1([NH:5][C:6]2[CH:11]=[CH:10][N:9]3[CH:12]=[C:13]([C:15]4[CH:20]=[CH:19][C:18]([O:21][CH2:29][CH2:30][F:31])=[CH:17][CH:16]=4)[N:14]=[C:8]3[CH:7]=2)[CH2:4][CH2:3]1. The yield is 0.100. (2) The reactants are [C:1]([O:5][C:6]([NH:8][C@@H:9]([CH2:20][C:21]1[CH:26]=[CH:25][C:24]([O:27]CC2C=CC=CC=2)=[C:23]([O:35]CC2C=CC=CC=2)[CH:22]=1)[C:10]([O:12][C@H:13]([CH3:19])[CH2:14][O:15][C:16](=[O:18])[CH3:17])=[O:11])=[O:7])([CH3:4])([CH3:3])[CH3:2].[H][H]. The catalyst is CO.[Pd]. The product is [OH:35][C:23]1[CH:22]=[C:21]([CH2:20][C@H:9]([NH:8][C:6]([O:5][C:1]([CH3:2])([CH3:4])[CH3:3])=[O:7])[C:10]([O:12][C@H:13]([CH3:19])[CH2:14][O:15][C:16](=[O:18])[CH3:17])=[O:11])[CH:26]=[CH:25][C:24]=1[OH:27]. The yield is 1.00. (3) The reactants are Cl[C:2]1[N:7]=[C:6]([C:8]2[S:12][C:11]([CH2:13][S:14]([C:17]([CH3:20])([CH3:19])[CH3:18])(=[O:16])=[O:15])=[N:10][C:9]=2[C:21]2[CH:22]=[C:23]([NH:27][C:28](=[O:37])[C:29]3[C:34]([F:35])=[CH:33][CH:32]=[CH:31][C:30]=3[F:36])[CH:24]=[CH:25][CH:26]=2)[CH:5]=[CH:4][N:3]=1.Cl.[Cl:39][C:40]1[CH:41]=[C:42]([NH2:54])[CH:43]=[CH:44][C:45]=1[O:46][CH2:47][CH2:48][N:49]1[CH2:53][CH2:52][CH2:51][CH2:50]1. The catalyst is CC(O)C. The product is [Cl:39][C:40]1[CH:41]=[C:42]([NH:54][C:2]2[N:7]=[C:6]([C:8]3[S:12][C:11]([CH2:13][S:14]([C:17]([CH3:18])([CH3:20])[CH3:19])(=[O:16])=[O:15])=[N:10][C:9]=3[C:21]3[CH:22]=[C:23]([NH:27][C:28](=[O:37])[C:29]4[C:34]([F:35])=[CH:33][CH:32]=[CH:31][C:30]=4[F:36])[CH:24]=[CH:25][CH:26]=3)[CH:5]=[CH:4][N:3]=2)[CH:43]=[CH:44][C:45]=1[O:46][CH2:47][CH2:48][N:49]1[CH2:50][CH2:51][CH2:52][CH2:53]1. The yield is 0.530. (4) The reactants are [CH3:1][C:2]1[NH:6][N:5]=[C:4]([NH2:7])[CH:3]=1.C(N(CC)C(C)C)(C)C.[I-].[Na+].[Cl:19][C:20]1[CH:25]=[C:24](Cl)[N:23]=[C:22]([C:27]2[CH:32]=[CH:31][CH:30]=[CH:29][C:28]=2[Cl:33])[N:21]=1. The catalyst is CN(C=O)C. The product is [Cl:19][C:20]1[N:21]=[C:22]([C:27]2[CH:32]=[CH:31][CH:30]=[CH:29][C:28]=2[Cl:33])[N:23]=[C:24]([NH:7][C:4]2[CH:3]=[C:2]([CH3:1])[NH:6][N:5]=2)[CH:25]=1. The yield is 0.700. (5) The reactants are ClCCl.C(=O)([O-])[O-].[K+].[K+].[CH2:10]([CH:12]1[O:17][C:16]2[CH:18]=[C:19](B3OC(C)(C)C(C)(C)O3)[CH:20]=[CH:21][C:15]=2[NH:14][CH2:13]1)[CH3:11].Br[C:32]1[CH:33]=[N:34][C:35]([N:38]2[CH2:42][CH2:41][CH:40]([CH2:43][C:44]([O:46][C:47]([CH3:50])([CH3:49])[CH3:48])=[O:45])[CH2:39]2)=[N:36][CH:37]=1. The catalyst is O.O1CCOCC1. The product is [CH2:10]([CH:12]1[O:17][C:16]2[CH:18]=[C:19]([C:32]3[CH:33]=[N:34][C:35]([N:38]4[CH2:42][CH2:41][CH:40]([CH2:43][C:44]([O:46][C:47]([CH3:50])([CH3:49])[CH3:48])=[O:45])[CH2:39]4)=[N:36][CH:37]=3)[CH:20]=[CH:21][C:15]=2[NH:14][CH2:13]1)[CH3:11]. The yield is 0.600.